This data is from Full USPTO retrosynthesis dataset with 1.9M reactions from patents (1976-2016). The task is: Predict the reactants needed to synthesize the given product. (1) Given the product [ClH:1].[ClH:38].[Cl:1][C:2]1[CH:3]=[C:4]([CH:8]([C:16]2([OH:22])[CH2:17][CH2:18][CH2:19][CH2:20][CH2:21]2)[CH2:9][N:10]2[CH2:15][CH2:14][N:13]([CH2:33][C:32]3[CH:35]=[CH:36][CH:37]=[C:30]([O:23][C:24]4[CH:29]=[CH:28][CH:27]=[CH:26][CH:25]=4)[CH:31]=3)[CH2:12][CH2:11]2)[CH:5]=[CH:6][CH:7]=1, predict the reactants needed to synthesize it. The reactants are: [Cl:1][C:2]1[CH:3]=[C:4]([CH:8]([C:16]2([OH:22])[CH2:21][CH2:20][CH2:19][CH2:18][CH2:17]2)[CH2:9][N:10]2[CH2:15][CH2:14][NH:13][CH2:12][CH2:11]2)[CH:5]=[CH:6][CH:7]=1.[O:23]([C:30]1[CH:31]=[C:32]([CH:35]=[CH:36][CH:37]=1)[CH:33]=O)[C:24]1[CH:29]=[CH:28][CH:27]=[CH:26][CH:25]=1.[ClH:38]. (2) Given the product [CH:15]1[C:10]2[NH:1][C:2]3[C:7](=[CH:6][CH:5]=[CH:4][CH:3]=3)[O:11][C:9]=2[CH:8]=[CH:16][CH:14]=1, predict the reactants needed to synthesize it. The reactants are: [NH2:1][C:2]1[CH:7]=[CH:6][CH:5]=[CH:4][CH:3]=1.[CH3:8][C:9](C)([O-:11])[CH3:10].[Na+].[C:14](P(C(C)(C)C)C(C)(C)C)(C)([CH3:16])[CH3:15]. (3) Given the product [Br:1][C:2]1[CH:3]=[CH:4][C:5]([F:22])=[C:6]([CH2:8][CH2:9][CH2:10][C:23]#[N:24])[CH:7]=1, predict the reactants needed to synthesize it. The reactants are: [Br:1][C:2]1[CH:3]=[CH:4][C:5]([F:22])=[C:6]([CH2:8][CH2:9][CH2:10]OS(C2C=CC(C)=CC=2)(=O)=O)[CH:7]=1.[C-:23]#[N:24].[Na+]. (4) Given the product [CH3:2][N:3]1[N:12]=[N:11][C:10]2[N:6]([CH:7]=[N:8][C:9]=2[C:13]([NH2:15])=[O:14])[C:4]1=[O:5], predict the reactants needed to synthesize it. The reactants are: O.[CH3:2][N:3]1[N:12]=[N:11][C:10]2[N:6]([CH:7]=[N:8][C:9]=2[C:13]([NH2:15])=[O:14])[C:4]1=[O:5].Cl.